From a dataset of Forward reaction prediction with 1.9M reactions from USPTO patents (1976-2016). Predict the product of the given reaction. (1) The product is: [CH2:1]([O:8][C:9]1[C:10]([CH2:15][NH2:16])=[N:11][CH:12]=[CH:13][CH:14]=1)[C:2]1[CH:3]=[CH:4][CH:5]=[CH:6][CH:7]=1. Given the reactants [CH2:1]([O:8][C:9]1[C:10]([C:15]#[N:16])=[N:11][CH:12]=[CH:13][CH:14]=1)[C:2]1[CH:7]=[CH:6][CH:5]=[CH:4][CH:3]=1.[H][H], predict the reaction product. (2) Given the reactants CN(C)C=[N:4][C:5]1[N:13]=[CH:12][N:11]=[C:10]2[C:6]=1[N:7]=[C:8]([CH3:14])[NH:9]2.[CH3:16][C@:17]1([O:50]C(C2C=CC=CC=2)=O)[C@H:21](OC(C2C=CC=CC=2)=O)[O:20][C@H:19]([CH2:31][O:32]C(C2C=CC=CC=2)=O)[C@H:18]1[O:41]C(C1C=CC=CC=1)=O.[Si](OS(C(F)(F)F)(=O)=O)(C)(C)C, predict the reaction product. The product is: [NH2:4][C:5]1[N:13]=[CH:12][N:11]=[C:10]2[C:6]=1[N:7]=[C:8]([CH3:14])[N:9]2[CH:21]1[C:17]([CH3:16])([OH:50])[CH:18]([OH:41])[CH:19]([CH2:31][OH:32])[O:20]1.